Task: Predict the product of the given reaction.. Dataset: Forward reaction prediction with 1.9M reactions from USPTO patents (1976-2016) (1) Given the reactants [CH3:1][NH:2][NH2:3].[F:4][C:5]([F:12])([F:11])[CH2:6][CH2:7][C:8](Cl)=[O:9].C([O-])([O-])=O.[Na+].[Na+], predict the reaction product. The product is: [F:4][C:5]([F:12])([F:11])[CH2:6][CH2:7][C:8]([N:2]([CH3:1])[NH2:3])=[O:9]. (2) Given the reactants [CH3:1][C:2]1[CH:3]=[CH:4][C:5]2[O:18][CH:9]3[O:10][C:11]4[CH:16]=[C:15]([CH3:17])[CH:14]=[CH:13][C:12]=4[CH:8]3[C:6]=2[CH:7]=1.C1C(=O)N([Br:26])C(=O)C1.[Al], predict the reaction product. The product is: [Br:26][C:4]1[C:5]2[O:18][CH:9]3[CH:8]([C:6]=2[CH:7]=[C:2]([CH3:1])[CH:3]=1)[C:12]1[CH:13]=[CH:14][C:15]([CH3:17])=[CH:16][C:11]=1[O:10]3. (3) The product is: [OH:26][CH:19]([C:13]1[CH:12]=[CH:11][C:10]2[C:15](=[CH:16][CH:17]=[C:8]([O:7][CH3:6])[CH:9]=2)[CH:14]=1)[C:20]1[CH:25]=[CH:24][C:23]([C:35]([O:37][CH2:5][C:4]2[CH:41]=[CH:39][CH:38]=[CH:2][CH:3]=2)=[O:36])=[CH:22][CH:21]=1. Given the reactants [Li][CH2:2][CH2:3][CH2:4][CH3:5].[CH3:6][O:7][C:8]1[CH:9]=[C:10]2[C:15](=[CH:16][CH:17]=1)[CH:14]=[C:13](Br)[CH:12]=[CH:11]2.[CH2:19]([O:26]C1C=CC(C=O)=CC=1)[C:20]1[CH:25]=[CH:24][CH:23]=[CH:22][CH:21]=1.[C:35](=[O:37])=[O:36].[CH3:38][C:39]([CH3:41])=O, predict the reaction product. (4) The product is: [OH:2][C:3]1[CH:8]=[CH:7][C:6]([C:9]2[CH:14]=[CH:13][C:12]([C:15]([NH2:24])=[O:17])=[CH:11][CH:10]=2)=[CH:5][CH:4]=1. Given the reactants N.[OH:2][C:3]1[CH:8]=[CH:7][C:6]([C:9]2[CH:14]=[CH:13][C:12]([C:15]([OH:17])=O)=[CH:11][CH:10]=2)=[CH:5][CH:4]=1.C1C=CC2N(O)N=[N:24]C=2C=1.CCN=C=NCCCN(C)C.Cl, predict the reaction product. (5) Given the reactants [NH2:1][C:2]1[CH:7]=[C:6]2[O:8][CH2:9][O:10][C:5]2=[CH:4][C:3]=1[C:11]1[CH:20]=[C:19]2[C:14]([CH:15]=[CH:16][C:17]([O:21][CH3:22])=[CH:18]2)=[CH:13][CH:12]=1.Cl.[N:24]([O-])=O.[Na+].O, predict the reaction product. The product is: [CH3:22][O:21][C:17]1[CH:16]=[CH:15][C:14]2=[CH:13][CH:12]=[C:11]3[C:20]([N:24]=[N:1][C:2]4[CH:7]=[C:6]5[O:8][CH2:9][O:10][C:5]5=[CH:4][C:3]3=4)=[C:19]2[CH:18]=1. (6) Given the reactants [C:1]([C:3]1[C:4]([NH:19][C:20]2[CH:21]=[C:22]3[C:26](=[CH:27][CH:28]=2)[NH:25][CH:24]=[CH:23]3)=[C:5]2[CH:11]=[C:10](/[CH:12]=[CH:13]/[C:14]([O:16][CH2:17][CH3:18])=[O:15])[S:9][C:6]2=[N:7][CH:8]=1)#[N:2].[H][H], predict the reaction product. The product is: [C:1]([C:3]1[C:4]([NH:19][C:20]2[CH:21]=[C:22]3[C:26](=[CH:27][CH:28]=2)[NH:25][CH:24]=[CH:23]3)=[C:5]2[CH:11]=[C:10]([CH2:12][CH2:13][C:14]([O:16][CH2:17][CH3:18])=[O:15])[S:9][C:6]2=[N:7][CH:8]=1)#[N:2]. (7) Given the reactants O.[NH2:2][NH2:3].O=[C:5]([CH3:20])[CH:6]([C:12]([C:14]1[CH:19]=[CH:18][CH:17]=[CH:16][N:15]=1)=O)[CH2:7][C:8]([O:10][CH3:11])=[O:9].O, predict the reaction product. The product is: [CH3:11][O:10][C:8](=[O:9])[CH2:7][C:6]1[C:5]([CH3:20])=[N:2][NH:3][C:12]=1[C:14]1[CH:19]=[CH:18][CH:17]=[CH:16][N:15]=1. (8) Given the reactants [Cl:1][C:2]1[CH:7]=[CH:6][C:5]([N:8]2[CH2:13][CH2:12][CH:11]([CH2:14][C:15]([OH:17])=O)[CH2:10][CH2:9]2)=[C:4]([NH:18][C:19](=[O:27])[C:20]2[CH:25]=[CH:24][CH:23]=[C:22]([Cl:26])[CH:21]=2)[CH:3]=1.[OH:28][CH:29]1[CH2:34][CH2:33][NH:32][CH2:31][CH2:30]1.F[B-](F)(F)F.N1(OC(N(C)C)=[N+](C)C)C2C=CC=CC=2N=N1.C(N(CC)CC)C, predict the reaction product. The product is: [Cl:26][C:22]1[CH:21]=[C:20]([CH:25]=[CH:24][CH:23]=1)[C:19]([NH:18][C:4]1[CH:3]=[C:2]([Cl:1])[CH:7]=[CH:6][C:5]=1[N:8]1[CH2:9][CH2:10][CH:11]([CH2:14][C:15]([N:32]2[CH2:33][CH2:34][CH:29]([OH:28])[CH2:30][CH2:31]2)=[O:17])[CH2:12][CH2:13]1)=[O:27]. (9) Given the reactants [F:1][C:2]1[CH:10]=[C:9]2[C:5]([C:6]([CH2:12][C:13]([O:15][CH2:16][CH2:17][Si:18]([CH3:21])([CH3:20])[CH3:19])=[O:14])=[C:7]([CH3:11])[NH:8]2)=[CH:4][C:3]=1[O:22][CH3:23].C[Si]([N-][Si](C)(C)C)(C)C.[K+].[Cl:34][C:35]1[CH:43]=[CH:42][C:38]([C:39](Cl)=[O:40])=[CH:37][CH:36]=1.[Cl-].[NH4+], predict the reaction product. The product is: [CH3:21][Si:18]([CH3:20])([CH3:19])[CH2:17][CH2:16][O:15][C:13](=[O:14])[CH2:12][C:6]1[C:5]2[C:9](=[CH:10][C:2]([F:1])=[C:3]([O:22][CH3:23])[CH:4]=2)[N:8]([C:39](=[O:40])[C:38]2[CH:42]=[CH:43][C:35]([Cl:34])=[CH:36][CH:37]=2)[C:7]=1[CH3:11].